This data is from Full USPTO retrosynthesis dataset with 1.9M reactions from patents (1976-2016). The task is: Predict the reactants needed to synthesize the given product. (1) Given the product [CH3:4][O:5][C:6]1[CH:14]=[C:13]2[C:9]([C:10]([CH:15]([CH3:20])[C:16]([OH:18])=[O:17])=[CH:11][CH2:12]2)=[CH:8][CH:7]=1, predict the reactants needed to synthesize it. The reactants are: [OH-].[Na+].O.[CH3:4][O:5][C:6]1[CH:14]=[C:13]2[C:9]([C:10]([CH:15]([CH3:20])[C:16]([O:18]C)=[O:17])=[CH:11][CH2:12]2)=[CH:8][CH:7]=1.C1COCC1. (2) The reactants are: [CH2:1]([C:4]1[CH:9]=[CH:8][CH:7]=[CH:6][C:5]=1[CH2:10][C:11]([O:13]C)=[O:12])[CH:2]=[CH2:3].[OH-].[Li+]. Given the product [CH2:1]([C:4]1[CH:9]=[CH:8][CH:7]=[CH:6][C:5]=1[CH2:10][C:11]([OH:13])=[O:12])[CH:2]=[CH2:3], predict the reactants needed to synthesize it. (3) The reactants are: Cl[C:2]1[N:10]=[CH:9][N:8]=[C:7]2[C:3]=1[N:4]=[CH:5][N:6]2[CH:11]1[CH2:16][CH2:15][CH2:14][CH2:13][O:12]1.[N+:17]([C:20]1[CH:25]=[CH:24][C:23]([OH:26])=[CH:22][CH:21]=1)([O-:19])=[O:18].C1N2CCN(CC2)C1.C(N(CC)CC)C. Given the product [N+:17]([C:20]1[CH:25]=[CH:24][C:23]([O:26][C:2]2[N:10]=[CH:9][N:8]=[C:7]3[C:3]=2[N:4]=[CH:5][N:6]3[CH:11]2[CH2:16][CH2:15][CH2:14][CH2:13][O:12]2)=[CH:22][CH:21]=1)([O-:19])=[O:18], predict the reactants needed to synthesize it. (4) Given the product [CH2:1]([N:8]([CH3:38])[N:9]1[C:17]2[C:12](=[N:13][CH:14]=[C:15]([C:18]3[CH:19]=[N:20][N:21]([CH:23]4[CH2:24][CH2:25][NH:26][CH2:27][CH2:28]4)[CH:22]=3)[CH:16]=2)[CH:11]=[CH:10]1)[C:2]1[CH:3]=[CH:4][CH:5]=[CH:6][CH:7]=1, predict the reactants needed to synthesize it. The reactants are: [CH2:1]([NH:8][N:9]1[C:17]2[C:12](=[N:13][CH:14]=[C:15]([C:18]3[CH:19]=[N:20][N:21]([CH:23]4[CH2:28][CH2:27][N:26](C(OC(C)(C)C)=O)[CH2:25][CH2:24]4)[CH:22]=3)[CH:16]=2)[CH:11]=[CH:10]1)[C:2]1[CH:7]=[CH:6][CH:5]=[CH:4][CH:3]=1.[H-].[Na+].[CH3:38]I. (5) Given the product [Cl:22][C:15]1[C:16]([F:21])=[CH:17][CH:18]=[C:19]([Cl:20])[C:14]=1[CH:12]([O:11][N:10]1[C:4]2[C:5](=[N:6][CH:7]=[C:2]([C:30]3[CH:31]=[C:26]([CH:27]=[CH:28][CH:29]=3)[C:23]([NH2:24])=[O:25])[CH:3]=2)[CH:8]=[CH:9]1)[CH3:13], predict the reactants needed to synthesize it. The reactants are: Br[C:2]1[CH:3]=[C:4]2[N:10]([O:11][CH:12]([C:14]3[C:19]([Cl:20])=[CH:18][CH:17]=[C:16]([F:21])[C:15]=3[Cl:22])[CH3:13])[CH:9]=[CH:8][C:5]2=[N:6][CH:7]=1.[C:23]([C:26]1[CH:27]=[C:28](B(O)O)[CH:29]=[CH:30][CH:31]=1)(=[O:25])[NH2:24]. (6) Given the product [Cl:1][C:2]1[CH:3]=[C:4]([CH:9]=[CH:10][C:11]=1[O:12][CH2:19][C:20]([F:23])([F:22])[CH3:21])[C:5]([O:7][CH3:8])=[O:6], predict the reactants needed to synthesize it. The reactants are: [Cl:1][C:2]1[CH:3]=[C:4]([CH:9]=[CH:10][C:11]=1[OH:12])[C:5]([O:7][CH3:8])=[O:6].FC(F)(F)S(O[CH2:19][C:20]([F:23])([F:22])[CH3:21])(=O)=O.CCCCCCCCCCN. (7) Given the product [CH3:1][C:2]1[CH:10]=[C:9]([O:11][CH2:12][C@@H:13]2[CH2:18][N:17]([CH3:19])[C:16]3[CH:20]=[CH:21][CH:22]=[CH:23][C:15]=3[O:14]2)[CH:8]=[C:7]([CH3:24])[C:3]=1[C:4]([Cl:28])=[O:5], predict the reactants needed to synthesize it. The reactants are: [CH3:1][C:2]1[CH:10]=[C:9]([O:11][CH2:12][C@@H:13]2[CH2:18][N:17]([CH3:19])[C:16]3[CH:20]=[CH:21][CH:22]=[CH:23][C:15]=3[O:14]2)[CH:8]=[C:7]([CH3:24])[C:3]=1[C:4](O)=[O:5].C(Cl)(=O)C([Cl:28])=O.